This data is from Reaction yield outcomes from USPTO patents with 853,638 reactions. The task is: Predict the reaction yield, written as a fraction of the theoretical maximum amount of product (1.0 means a 100% yield; for example, 0.34 means a 34% yield). The reactants are [CH:1]([C:3]1[CH:4]=[CH:5][C:6](O)=[C:7]([CH:11]=1)[C:8]([OH:10])=[O:9])=[O:2].CN([CH:16]=[O:17])C.[C:18]([O-])([O-])=O.[K+].[K+].CI. The catalyst is O. The product is [CH:1]([C:3]1[CH:4]=[CH:5][C:6]([O:17][CH3:16])=[C:7]([CH:11]=1)[C:8]([O:10][CH3:18])=[O:9])=[O:2]. The yield is 0.0624.